This data is from Peptide-MHC class I binding affinity with 185,985 pairs from IEDB/IMGT. The task is: Regression. Given a peptide amino acid sequence and an MHC pseudo amino acid sequence, predict their binding affinity value. This is MHC class I binding data. (1) The peptide sequence is VVKKLSVIR. The MHC is HLA-A11:01 with pseudo-sequence HLA-A11:01. The binding affinity (normalized) is 0.122. (2) The peptide sequence is FSSQALVLI. The MHC is HLA-B15:01 with pseudo-sequence HLA-B15:01. The binding affinity (normalized) is 0.0847. (3) The peptide sequence is CYMHVSDFY. The MHC is HLA-B15:17 with pseudo-sequence HLA-B15:17. The binding affinity (normalized) is 0.0847.